From a dataset of Full USPTO retrosynthesis dataset with 1.9M reactions from patents (1976-2016). Predict the reactants needed to synthesize the given product. Given the product [C:1]([C:5]1[S:13][C:12]2[C:11]([NH:14][C:15]3[CH:19]=[C:18]([CH3:20])[NH:17][N:16]=3)=[N:10][C:9]([CH:21]([C:23]3[CH:28]=[CH:27][C:26]([F:29])=[CH:25][CH:24]=3)[OH:22])=[N:8][C:7]=2[CH:6]=1)([CH3:4])([CH3:2])[CH3:3], predict the reactants needed to synthesize it. The reactants are: [C:1]([C:5]1[S:13][C:12]2[C:11]([NH:14][C:15]3[CH:19]=[C:18]([CH3:20])[NH:17][N:16]=3)=[N:10][C:9]([C:21]([C:23]3[CH:28]=[CH:27][C:26]([F:29])=[CH:25][CH:24]=3)=[O:22])=[N:8][C:7]=2[CH:6]=1)([CH3:4])([CH3:3])[CH3:2].[BH4-].[Na+].